This data is from Full USPTO retrosynthesis dataset with 1.9M reactions from patents (1976-2016). The task is: Predict the reactants needed to synthesize the given product. (1) Given the product [Br:8][C:4]1[CH:3]=[C:2]([N:13]2[CH2:14][CH2:15][CH:11]([O:10][CH3:9])[CH2:12]2)[CH:7]=[CH:6][CH:5]=1, predict the reactants needed to synthesize it. The reactants are: Br[C:2]1[CH:7]=[CH:6][CH:5]=[C:4]([Br:8])[CH:3]=1.[CH3:9][O:10][CH:11]1[CH2:15][CH2:14][NH:13][CH2:12]1.C1C=CC(P(C2C(C3C(P(C4C=CC=CC=4)C4C=CC=CC=4)=CC=C4C=3C=CC=C4)=C3C(C=CC=C3)=CC=2)C2C=CC=CC=2)=CC=1.C([O-])([O-])=O.[Cs+].[Cs+]. (2) Given the product [OH:1][CH2:2][CH2:3][CH2:4][CH2:5][CH2:6][NH:7][S:8]([C:11]1[CH:16]=[CH:15][C:14]([C:22]2[CH:21]=[CH:20][C:19]([F:18])=[C:24]([F:25])[CH:23]=2)=[CH:13][CH:12]=1)(=[O:10])=[O:9], predict the reactants needed to synthesize it. The reactants are: [OH:1][CH2:2][CH2:3][CH2:4][CH2:5][CH2:6][NH:7][S:8]([C:11]1[CH:16]=[CH:15][C:14](Br)=[CH:13][CH:12]=1)(=[O:10])=[O:9].[F:18][C:19]1[CH:20]=[C:21](B(O)O)[CH:22]=[CH:23][C:24]=1[F:25]. (3) Given the product [C:1]([O:5][C:6]([N:8]1[CH2:14][CH2:13][C:12]2[C:15]([S:20][CH2:21][C:22]3[CH:23]=[CH:24][C:25]([CH2:28][OH:29])=[CH:26][CH:27]=3)=[C:16]([Cl:19])[CH:17]=[CH:18][C:11]=2[CH2:10][CH2:9]1)=[O:7])([CH3:4])([CH3:2])[CH3:3], predict the reactants needed to synthesize it. The reactants are: [C:1]([O:5][C:6]([N:8]1[CH2:14][CH2:13][C:12]2[C:15]([S:20][CH2:21][C:22]3[CH:27]=[CH:26][C:25]([C:28](O)=[O:29])=[CH:24][CH:23]=3)=[C:16]([Cl:19])[CH:17]=[CH:18][C:11]=2[CH2:10][CH2:9]1)=[O:7])([CH3:4])([CH3:3])[CH3:2].B. (4) Given the product [F:12][C:11]1[C:10]2[C:5](=[CH:6][CH:7]=[CH:8][CH:9]=2)[CH:4]=[N:3][C:2]=1[OH:1], predict the reactants needed to synthesize it. The reactants are: [OH:1][C:2]1[N:3]=[CH:4][C:5]2[C:10]([CH:11]=1)=[CH:9][CH:8]=[CH:7][CH:6]=2.[F:12][B-](F)(F)F.F[B-](F)(F)F.ClC[N+]12CC[N+](F)(CC1)CC2.C1COCC1. (5) Given the product [ClH:1].[Cl:1][C:2]1[CH:3]=[CH:4][CH:5]=[C:6]2[C:11]=1[N:10]=[C:9]([C:12]1[CH:17]=[C:16]([F:18])[CH:15]=[CH:14][C:13]=1[C:19]([F:22])([F:21])[F:20])[C:8]([CH2:23][Cl:26])=[CH:7]2, predict the reactants needed to synthesize it. The reactants are: [Cl:1][C:2]1[CH:3]=[CH:4][CH:5]=[C:6]2[C:11]=1[N:10]=[C:9]([C:12]1[CH:17]=[C:16]([F:18])[CH:15]=[CH:14][C:13]=1[C:19]([F:22])([F:21])[F:20])[C:8]([CH2:23]O)=[CH:7]2.C(Cl)(Cl)[Cl:26].S(Cl)(Cl)=O. (6) The reactants are: [F:1][C:2]1[CH:7]=[CH:6][C:5]([C@H:8]([CH2:18][CH3:19])[CH2:9][C@:10]([OH:17])([C:13]([F:16])([F:15])[F:14])[CH:11]=O)=[C:4]([O:20][CH3:21])[C:3]=1[CH3:22].[NH2:23][C:24]1[CH:33]=[CH:32][CH:31]=[C:30]2[C:25]=1[CH:26]=[CH:27][C:28](=[O:34])[NH:29]2. Given the product [F:1][C:2]1[CH:7]=[CH:6][C:5]([C@H:8]([CH2:18][CH3:19])[CH2:9][C@:10]([OH:17])([C:13]([F:16])([F:15])[F:14])[CH:11]=[N:23][C:24]2[CH:33]=[CH:32][CH:31]=[C:30]3[C:25]=2[CH:26]=[CH:27][C:28](=[O:34])[NH:29]3)=[C:4]([O:20][CH3:21])[C:3]=1[CH3:22], predict the reactants needed to synthesize it. (7) Given the product [C:8]([O:1][C@@H:2]1[CH2:7][O:6][C:4](=[O:5])[CH2:3]1)(=[O:9])[C:10]1[CH:15]=[CH:14][CH:13]=[CH:12][CH:11]=1, predict the reactants needed to synthesize it. The reactants are: [OH:1][C@@H:2]1[CH2:7][O:6][C:4](=[O:5])[CH2:3]1.[C:8](Cl)([C:10]1[CH:15]=[CH:14][CH:13]=[CH:12][CH:11]=1)=[O:9].